From a dataset of Forward reaction prediction with 1.9M reactions from USPTO patents (1976-2016). Predict the product of the given reaction. (1) Given the reactants [CH3:1][C:2]1[C:10]2[O:9][CH2:8][CH:7](O)[C:6]=2[CH:5]=[CH:4][CH:3]=1.C(OC(=O)C)(=O)C, predict the reaction product. The product is: [CH3:1][C:2]1[C:10]2[O:9][CH2:8][CH2:7][C:6]=2[CH:5]=[CH:4][CH:3]=1. (2) Given the reactants C([O:4][C:5]1[C:6](=[O:12])[CH:7]=[CH:8][C:9](=[O:11])[CH:10]=1)C=C.[Cl:13][C:14]1[CH:21]=[CH:20][C:17]([CH:18]=[CH2:19])=[CH:16][CH:15]=1.[CH:22](O)([CH3:24])[CH3:23], predict the reaction product. The product is: [CH2:24]([C:10]1[C:9](=[O:11])[C:8]2[CH:19]=[CH:18][C:17]3[C:20]([C:7]=2[C:6](=[O:12])[C:5]=1[OH:4])=[CH:21][C:14]([Cl:13])=[CH:15][CH:16]=3)[CH:22]=[CH2:23]. (3) The product is: [Cl:21][C:22]1[CH:23]=[C:24]([S:28]([N:18]2[CH2:19][CH2:20][C:14]3[NH:13][C:12]4[N:11]=[CH:10][CH:9]=[C:8]([NH:7][C:1]5[CH:2]=[CH:3][CH:4]=[CH:5][CH:6]=5)[C:16]=4[C:15]=3[CH2:17]2)(=[O:30])=[O:29])[CH:25]=[CH:26][CH:27]=1. Given the reactants [C:1]1([NH:7][C:8]2[C:16]3[C:15]4[CH2:17][NH:18][CH2:19][CH2:20][C:14]=4[NH:13][C:12]=3[N:11]=[CH:10][CH:9]=2)[CH:6]=[CH:5][CH:4]=[CH:3][CH:2]=1.[Cl:21][C:22]1[CH:23]=[C:24]([S:28](Cl)(=[O:30])=[O:29])[CH:25]=[CH:26][CH:27]=1.C(N(CC)CC)C, predict the reaction product. (4) Given the reactants [NH2:1][C:2]1[C:3]([C:26](OCC)=[O:27])=[N:4][C:5]([NH:17][C:18]2[CH:23]=[CH:22][CH:21]=[CH:20][C:19]=2[CH2:24][OH:25])=[N:6][C:7]=1[NH:8][C:9]1[CH:14]=[CH:13][CH:12]=[CH:11][C:10]=1[O:15][CH3:16].C(OC(C1C([N+]([O-])=O)=C(NC2C=CC=CC=2OC)N=C(NC2C=CC=CC=2CO)[N:37]=1)=O)C.[CH2:63]([OH:65])C, predict the reaction product. The product is: [OH:25][CH2:24][C:19]1[CH:20]=[CH:21][CH:22]=[CH:23][C:18]=1[NH:17][C:5]1[N:6]=[C:7]2[C:2]([NH:1][C:63](=[O:65])[N:8]2[C:9]2[CH:14]=[CH:13][CH:12]=[CH:11][C:10]=2[O:15][CH3:16])=[C:3]([C:26]([NH2:37])=[O:27])[N:4]=1. (5) Given the reactants [C:1]1([C:7]2[N:11]([C:12]3[CH:17]=[CH:16][CH:15]=[CH:14][C:13]=3[F:18])[N:10]=[N:9][C:8]=2[C:19](O)=O)[CH:6]=[CH:5][CH:4]=[CH:3][CH:2]=1.[NH2:22][C:23](=[N:35][OH:36])[C:24]1[CH:33]=[CH:32][C:27]([C:28]([O:30][CH3:31])=[O:29])=[CH:26][C:25]=1[F:34], predict the reaction product. The product is: [F:34][C:25]1[CH:26]=[C:27]([CH:32]=[CH:33][C:24]=1[C:23]1[N:22]=[C:19]([C:8]2[N:9]=[N:10][N:11]([C:12]3[CH:17]=[CH:16][CH:15]=[CH:14][C:13]=3[F:18])[C:7]=2[C:1]2[CH:2]=[CH:3][CH:4]=[CH:5][CH:6]=2)[O:36][N:35]=1)[C:28]([O:30][CH3:31])=[O:29]. (6) Given the reactants Br[C:2]1[C:3]2[N:4]([C:13]([CH3:17])=[C:14]([CH3:16])[N:15]=2)[CH:5]=[C:6]([N:8]2[CH:12]=[N:11][CH:10]=[N:9]2)[CH:7]=1.[C@H:18]1([NH2:27])[C:26]2[C:21](=[CH:22][CH:23]=[CH:24][CH:25]=2)[CH2:20][CH2:19]1.C1(P(C2CCCCC2)C2C=CC=CC=2C2C=CC=CC=2N(C)C)CCCCC1.CC(C)([O-])C.[Na+], predict the reaction product. The product is: [C@H:18]1([NH:27][C:2]2[C:3]3[N:4]([C:13]([CH3:17])=[C:14]([CH3:16])[N:15]=3)[CH:5]=[C:6]([N:8]3[CH:12]=[N:11][CH:10]=[N:9]3)[CH:7]=2)[C:26]2[C:21](=[CH:22][CH:23]=[CH:24][CH:25]=2)[CH2:20][CH2:19]1. (7) Given the reactants BrC1C=C[C:5]([N:8]=C=S)=CC=1.[NH2:11][C:12]1[CH:17]=[C:16]([CH3:18])[CH:15]=[C:14]([CH3:19])[C:13]=1[OH:20].CCN=C=NCCCN(C)C, predict the reaction product. The product is: [CH3:18][C:16]1[CH:15]=[C:14]([CH3:19])[C:13]2[O:20][C:5]([NH2:8])=[N:11][C:12]=2[CH:17]=1. (8) Given the reactants ClC1C=C(C=C(F)C=1)N[C:6]1[C:15]2[C:10](=CC(F)=C([N+]([O-])=O)[CH:14]=2)N=CN=1.N1(CCCO)CCOCC1.[C:34]([OH:38])([CH3:37])([CH3:36])[CH3:35], predict the reaction product. The product is: [C:34]([O:38][C:15]([CH3:14])([CH3:6])[CH3:10])([CH3:37])([CH3:36])[CH3:35]. (9) Given the reactants C[O:2][C:3](=[O:39])[C:4]1[CH:9]=[C:8]([O:10][CH2:11][C:12]2[CH:17]=[CH:16][C:15]([C:18]3[CH:23]=[CH:22][CH:21]=[C:20]([CH2:24][N:25]4[C:34]5[C:29](=[CH:30][CH:31]=[C:32]([C:35]([F:38])([F:37])[F:36])[CH:33]=5)[CH2:28][CH2:27][CH2:26]4)[CH:19]=3)=[CH:14][CH:13]=2)[CH:7]=[N:6][CH:5]=1.[OH-].[Na+].Cl, predict the reaction product. The product is: [F:38][C:35]([F:36])([F:37])[C:32]1[CH:33]=[C:34]2[C:29]([CH2:28][CH2:27][CH2:26][N:25]2[CH2:24][C:20]2[CH:19]=[C:18]([C:15]3[CH:14]=[CH:13][C:12]([CH2:11][O:10][C:8]4[CH:7]=[N:6][CH:5]=[C:4]([CH:9]=4)[C:3]([OH:39])=[O:2])=[CH:17][CH:16]=3)[CH:23]=[CH:22][CH:21]=2)=[CH:30][CH:31]=1. (10) Given the reactants Br[C:2]1[CH:7]=[CH:6][C:5]([C:8]([F:37])([F:36])[O:9][C:10]2[CH:15]=[CH:14][CH:13]=[CH:12][C:11]=2[C:16]2[N:21]=[C:20]([N:22]3[C:26]([C:27]([F:30])([F:29])[F:28])=[C:25]([C:31]([O:33]CC)=[O:32])[CH:24]=[N:23]3)[CH:19]=[CH:18][CH:17]=2)=[CH:4][CH:3]=1.[F:38][C:39]([F:50])([F:49])[C:40]1[CH:45]=[CH:44][C:43](B(O)O)=[CH:42][CH:41]=1.[C:51]([O-:54])([O-])=[O:52].[Na+].[Na+], predict the reaction product. The product is: [C:51]([OH:54])([C:27]([F:30])([F:29])[F:28])=[O:52].[F:37][C:8]([F:36])([C:5]1[CH:6]=[CH:7][C:2]([C:43]2[CH:44]=[CH:45][C:40]([C:39]([F:50])([F:49])[F:38])=[CH:41][CH:42]=2)=[CH:3][CH:4]=1)[O:9][C:10]1[CH:15]=[CH:14][CH:13]=[CH:12][C:11]=1[C:16]1[N:21]=[C:20]([N:22]2[C:26]([C:27]([F:29])([F:30])[F:28])=[C:25]([C:31]([OH:33])=[O:32])[CH:24]=[N:23]2)[CH:19]=[CH:18][CH:17]=1.